This data is from Merck oncology drug combination screen with 23,052 pairs across 39 cell lines. The task is: Regression. Given two drug SMILES strings and cell line genomic features, predict the synergy score measuring deviation from expected non-interaction effect. (1) Drug 1: COc1cccc2c1C(=O)c1c(O)c3c(c(O)c1C2=O)CC(O)(C(=O)CO)CC3OC1CC(N)C(O)C(C)O1. Drug 2: Cn1cc(-c2cnn3c(N)c(Br)c(C4CCCNC4)nc23)cn1. Cell line: RPMI7951. Synergy scores: synergy=-0.849. (2) Drug 1: CC(=O)OC1C(=O)C2(C)C(O)CC3OCC3(OC(C)=O)C2C(OC(=O)c2ccccc2)C2(O)CC(OC(=O)C(O)C(NC(=O)c3ccccc3)c3ccccc3)C(C)=C1C2(C)C. Drug 2: CS(=O)(=O)CCNCc1ccc(-c2ccc3ncnc(Nc4ccc(OCc5cccc(F)c5)c(Cl)c4)c3c2)o1. Cell line: A2058. Synergy scores: synergy=-5.18. (3) Drug 1: O=S1(=O)NC2(CN1CC(F)(F)F)C1CCC2Cc2cc(C=CCN3CCC(C(F)(F)F)CC3)ccc2C1. Drug 2: CN(C)C(=N)N=C(N)N. Cell line: NCIH460. Synergy scores: synergy=1.16. (4) Drug 1: O=C(NOCC(O)CO)c1ccc(F)c(F)c1Nc1ccc(I)cc1F. Drug 2: CC1(c2nc3c(C(N)=O)cccc3[nH]2)CCCN1. Cell line: A427. Synergy scores: synergy=-2.11. (5) Drug 1: CN(Cc1cnc2nc(N)nc(N)c2n1)c1ccc(C(=O)NC(CCC(=O)O)C(=O)O)cc1. Drug 2: CNC(=O)c1cc(Oc2ccc(NC(=O)Nc3ccc(Cl)c(C(F)(F)F)c3)cc2)ccn1. Cell line: SW620. Synergy scores: synergy=-5.25. (6) Drug 1: NC(=O)c1cccc2cn(-c3ccc(C4CCCNC4)cc3)nc12. Drug 2: NC1CCCCC1N.O=C(O)C(=O)O.[Pt+2]. Cell line: MSTO. Synergy scores: synergy=-4.04. (7) Drug 1: CN1C(=O)C=CC2(C)C3CCC4(C)C(NC(=O)OCC(F)(F)F)CCC4C3CCC12. Drug 2: COc1cccc2c1C(=O)c1c(O)c3c(c(O)c1C2=O)CC(O)(C(=O)CO)CC3OC1CC(N)C(O)C(C)O1. Cell line: UACC62. Synergy scores: synergy=-11.2. (8) Drug 1: CC1CC2C3CCC4=CC(=O)C=CC4(C)C3(F)C(O)CC2(C)C1(O)C(=O)CO. Drug 2: Cn1cc(-c2cnn3c(N)c(Br)c(C4CCCNC4)nc23)cn1. Cell line: HT29. Synergy scores: synergy=4.60.